This data is from Catalyst prediction with 721,799 reactions and 888 catalyst types from USPTO. The task is: Predict which catalyst facilitates the given reaction. Reactant: [C:1]1([CH:7]2[CH2:12][CH2:11][C:10](=[O:13])[CH2:9][CH2:8]2)[CH:6]=[CH:5][CH:4]=[CH:3][CH:2]=1.[BH4-].[Na+]. Product: [C:1]1([C@H:7]2[CH2:8][CH2:9][C@H:10]([OH:13])[CH2:11][CH2:12]2)[CH:6]=[CH:5][CH:4]=[CH:3][CH:2]=1. The catalyst class is: 5.